Dataset: Full USPTO retrosynthesis dataset with 1.9M reactions from patents (1976-2016). Task: Predict the reactants needed to synthesize the given product. (1) Given the product [N:4]1[CH:5]=[CH:6][CH:7]=[CH:8][C:3]=1[CH2:2][NH:1][C:9](=[O:10])[O:11][C:12]([CH3:15])([CH3:14])[CH3:13], predict the reactants needed to synthesize it. The reactants are: [NH2:1][CH2:2][C:3]1[CH:8]=[CH:7][CH:6]=[CH:5][N:4]=1.[C:9](O[C:9]([O:11][C:12]([CH3:15])([CH3:14])[CH3:13])=[O:10])([O:11][C:12]([CH3:15])([CH3:14])[CH3:13])=[O:10]. (2) Given the product [C:1]1([C:25]2[CH:30]=[CH:29][CH:28]=[CH:27][CH:26]=2)[CH:2]=[CH:3][C:4]([CH:7]([N:13]2[C:17]3[CH:18]=[CH:19][C:20]([N+:22]([O-:24])=[O:23])=[CH:21][C:16]=3[N:15]=[CH:14]2)[CH2:8][C:9]([OH:11])=[O:10])=[CH:5][CH:6]=1, predict the reactants needed to synthesize it. The reactants are: [C:1]1([C:25]2[CH:30]=[CH:29][CH:28]=[CH:27][CH:26]=2)[CH:6]=[CH:5][C:4]([CH:7]([N:13]2[C:17]3[CH:18]=[CH:19][C:20]([N+:22]([O-:24])=[O:23])=[CH:21][C:16]=3[N:15]=[CH:14]2)[CH2:8][C:9]([O:11]C)=[O:10])=[CH:3][CH:2]=1. (3) Given the product [CH:23]1([C:19]2[CH:20]=[C:21]([CH3:22])[C:16]([N:13]3[CH2:14][CH2:15][N:10]([C:8]([C:5]4[N:6]=[N:7][C:2]([N:29]5[CH2:30][CH2:31][N:27]([CH3:26])[C:28]5=[O:32])=[CH:3][CH:4]=4)=[O:9])[CH2:11][CH2:12]3)=[N:17][CH:18]=2)[CH2:25][CH2:24]1, predict the reactants needed to synthesize it. The reactants are: Cl[C:2]1[N:7]=[N:6][C:5]([C:8]([N:10]2[CH2:15][CH2:14][N:13]([C:16]3[C:21]([CH3:22])=[CH:20][C:19]([CH:23]4[CH2:25][CH2:24]4)=[CH:18][N:17]=3)[CH2:12][CH2:11]2)=[O:9])=[CH:4][CH:3]=1.[CH3:26][N:27]1[CH2:31][CH2:30][NH:29][C:28]1=[O:32].